Dataset: Forward reaction prediction with 1.9M reactions from USPTO patents (1976-2016). Task: Predict the product of the given reaction. (1) Given the reactants [C:1]1([N:7]2[CH:11]=[CH:10][CH:9]=[CH:8]2)[CH:6]=[CH:5][CH:4]=[CH:3][CH:2]=1.[Cl-].[Br:13][C:14]1[CH:25]=[CH:24][C:17]([CH:18]=[N+:19]2[CH2:23][CH2:22][CH2:21][CH2:20]2)=[CH:16][CH:15]=1.BrC1C=CC(C=O)=CC=1.N1CCCC1, predict the reaction product. The product is: [Br:13][C:14]1[CH:15]=[CH:16][C:17]([CH:18]([N:19]2[CH2:23][CH2:22][CH2:21][CH2:20]2)[C:8]2[N:7]([C:1]3[CH:6]=[CH:5][CH:4]=[CH:3][CH:2]=3)[CH:11]=[CH:10][CH:9]=2)=[CH:24][CH:25]=1. (2) Given the reactants [CH3:1][O:2][C:3]1[CH:11]=[CH:10][C:6]([C:7]([OH:9])=O)=[CH:5][C:4]=1/[CH:12]=[CH:13]/[C:14]1[CH:19]=[CH:18][C:17]([O:20][C:21]([F:24])([F:23])[F:22])=[CH:16][CH:15]=1.[NH2:25][CH2:26][C:27]1[CH:32]=[CH:31][N:30]=[CH:29][CH:28]=1, predict the reaction product. The product is: [CH3:1][O:2][C:3]1[CH:11]=[CH:10][C:6]([C:7]([NH:25][CH2:26][C:27]2[CH:32]=[CH:31][N:30]=[CH:29][CH:28]=2)=[O:9])=[CH:5][C:4]=1/[CH:12]=[CH:13]/[C:14]1[CH:15]=[CH:16][C:17]([O:20][C:21]([F:24])([F:23])[F:22])=[CH:18][CH:19]=1. (3) The product is: [CH3:33][S:34]([O:17][CH2:16][CH2:15][N:12]1[CH2:13][CH2:14][CH:9]([N:8]([CH2:1][C:2]2[CH:3]=[CH:4][CH:5]=[CH:6][CH:7]=2)[CH2:19][C:20]2[CH:21]=[CH:22][CH:23]=[CH:24][CH:25]=2)[CH2:10][CH:11]1[CH3:18])(=[O:36])=[O:35]. Given the reactants [CH2:1]([N:8]([CH2:19][C:20]1[CH:25]=[CH:24][CH:23]=[CH:22][CH:21]=1)[CH:9]1[CH2:14][CH2:13][N:12]([CH2:15][CH2:16][OH:17])[CH:11]([CH3:18])[CH2:10]1)[C:2]1[CH:7]=[CH:6][CH:5]=[CH:4][CH:3]=1.C(N(CC)CC)C.[CH3:33][S:34](Cl)(=[O:36])=[O:35].P([O-])([O-])([O-])=O.[K+].[K+].[K+], predict the reaction product. (4) Given the reactants C(C1C=CC(C(NC2C=CC(C3C=C4C(CN([C@@H](C(C)C)C(O)=O)C4=O)=CC=3)=NC=2)=O)=CC=1)(C)(C)C.[CH:37]1[C:46]2[C:41](=[CH:42][CH:43]=[CH:44][CH:45]=2)[CH:40]=[CH:39][C:38]=1[C:47]([NH:49][C:50]1[CH:55]=[CH:54][C:53]([C:56]2[CH:64]=[C:63]3[C:59]([CH2:60][N:61]([C@@H:66]([CH:71]([CH3:73])[CH3:72])[C:67]([O:69]C)=[O:68])[C:62]3=[O:65])=[CH:58][CH:57]=2)=[C:52]([C:74]([F:77])([F:76])[F:75])[CH:51]=1)=[O:48], predict the reaction product. The product is: [CH:37]1[C:46]2[C:41](=[CH:42][CH:43]=[CH:44][CH:45]=2)[CH:40]=[CH:39][C:38]=1[C:47]([NH:49][C:50]1[CH:55]=[CH:54][C:53]([C:56]2[CH:64]=[C:63]3[C:59]([CH2:60][N:61]([C@@H:66]([CH:71]([CH3:72])[CH3:73])[C:67]([OH:69])=[O:68])[C:62]3=[O:65])=[CH:58][CH:57]=2)=[C:52]([C:74]([F:75])([F:76])[F:77])[CH:51]=1)=[O:48]. (5) Given the reactants [CH3:1][C:2]([CH3:51])([CH2:49][CH3:50])[CH2:3][C:4]1[N:5]=[C:6]([CH2:28][CH2:29][C:30]2[CH:35]=[CH:34][C:33]([C:36]3[CH:41]=[CH:40][CH:39]=[CH:38][C:37]=3[O:42][CH2:43][C:44]3[NH:48][CH:47]=[N:46][N:45]=3)=[CH:32][CH:31]=2)[N:7](C(C2C=CC=CC=2)(C2C=CC=CC=2)C2C=CC=CC=2)[CH:8]=1.C(O)(C(F)(F)F)=O, predict the reaction product. The product is: [CH3:1][C:2]([CH3:51])([CH2:49][CH3:50])[CH2:3][C:4]1[N:5]=[C:6]([CH2:28][CH2:29][C:30]2[CH:35]=[CH:34][C:33]([C:36]3[CH:41]=[CH:40][CH:39]=[CH:38][C:37]=3[O:42][CH2:43][C:44]3[NH:48][CH:47]=[N:46][N:45]=3)=[CH:32][CH:31]=2)[NH:7][CH:8]=1.